Dataset: Reaction yield outcomes from USPTO patents with 853,638 reactions. Task: Predict the reaction yield, written as a fraction of the theoretical maximum amount of product (1.0 means a 100% yield; for example, 0.34 means a 34% yield). (1) The reactants are [N:1]([C:4]1([CH3:19])[CH2:10][CH2:9][N:8]([CH2:11][C:12]2[CH:17]=[CH:16][CH:15]=[CH:14][CH:13]=2)[CH2:7][CH2:6][CH:5]1[OH:18])=[N+]=[N-].CP(C)C. The catalyst is C1COCC1.O. The product is [NH2:1][C:4]1([CH3:19])[CH2:10][CH2:9][N:8]([CH2:11][C:12]2[CH:13]=[CH:14][CH:15]=[CH:16][CH:17]=2)[CH2:7][CH2:6][CH:5]1[OH:18]. The yield is 0.890. (2) The reactants are [CH2:1]([N:3]([CH2:38][CH3:39])[CH2:4][CH2:5][CH2:6][NH:7][C:8]1[N:9]=[C:10]([C:27]2[CH:28]=[C:29]([CH:33]=[C:34]([F:37])[C:35]=2[CH3:36])[C:30](O)=[O:31])[C:11]2[CH:17]=[CH:16][C:15](=[O:18])[N:14]([C:19]3[C:24]([F:25])=[CH:23][CH:22]=[CH:21][C:20]=3[F:26])[C:12]=2[N:13]=1)[CH3:2].CN(C(O[N:48]1N=N[C:50]2[CH:51]=[CH:52][CH:53]=[CH:54][C:49]1=2)=[N+](C)C)C.F[P-](F)(F)(F)(F)F.C(N(CC)CC)C.NC1C=CC=CC=1. The catalyst is CN(C=O)C. The product is [CH2:38]([N:3]([CH2:1][CH3:2])[CH2:4][CH2:5][CH2:6][NH:7][C:8]1[N:9]=[C:10]([C:27]2[CH:28]=[C:29]([CH:33]=[C:34]([F:37])[C:35]=2[CH3:36])[C:30]([NH:48][C:49]2[CH:54]=[CH:53][CH:52]=[CH:51][CH:50]=2)=[O:31])[C:11]2[CH:17]=[CH:16][C:15](=[O:18])[N:14]([C:19]3[C:24]([F:25])=[CH:23][CH:22]=[CH:21][C:20]=3[F:26])[C:12]=2[N:13]=1)[CH3:39]. The yield is 0.420. (3) The product is [CH3:17][C:18]1[C:22]([C:13]2[C:9]([C:6]3[CH:5]=[CH:4][C:3]([O:2][CH3:1])=[CH:8][CH:7]=3)=[N:10][N:11]([CH3:16])[C:12]=2[CH:14]=[O:15])=[C:21]([CH3:26])[O:20][N:19]=1. The reactants are [CH3:1][O:2][C:3]1[CH:8]=[CH:7][C:6]([C:9]2[CH:13]=[C:12]([CH:14]=[O:15])[N:11]([CH3:16])[N:10]=2)=[CH:5][CH:4]=1.[CH3:17][C:18]1[C:22](B(O)O)=[C:21]([CH3:26])[O:20][N:19]=1.C([O-])([O-])=O.[K+].[K+]. The yield is 0.330. The catalyst is C1C=CC([P]([Pd]([P](C2C=CC=CC=2)(C2C=CC=CC=2)C2C=CC=CC=2)([P](C2C=CC=CC=2)(C2C=CC=CC=2)C2C=CC=CC=2)[P](C2C=CC=CC=2)(C2C=CC=CC=2)C2C=CC=CC=2)(C2C=CC=CC=2)C2C=CC=CC=2)=CC=1.COCCOC.O. (4) The reactants are [CH3:1][O:2][C:3]([CH2:5][C:6]1[CH:7]=[C:8]([S:12][S:12][C:8]2[CH:9]=[CH:10][CH:11]=[C:6]([CH2:5][C:3]([O:2][CH3:1])=[O:4])[CH:7]=2)[CH:9]=[CH:10][CH:11]=1)=[O:4].[BH4-].[Na+]. The catalyst is C1COCC1.CO. The product is [SH:12][C:8]1[CH:7]=[C:6]([CH2:5][C:3]([O:2][CH3:1])=[O:4])[CH:11]=[CH:10][CH:9]=1. The yield is 0.840.